Task: Predict which catalyst facilitates the given reaction.. Dataset: Catalyst prediction with 721,799 reactions and 888 catalyst types from USPTO (1) Reactant: C([NH:5][S:6]([C:9]1[CH:14]=[CH:13][CH:12]=[C:11]([C:15]2[N:16]=[CH:17][N:18]([C:20]3[N:25]=[C:24]([C:26]([F:29])([F:28])[F:27])[CH:23]=[C:22]([C:30]4[CH:35]=[CH:34][C:33]([Cl:36])=[CH:32][CH:31]=4)[N:21]=3)[CH:19]=2)[CH:10]=1)(=[O:8])=[O:7])(C)(C)C.C(O)(C(F)(F)F)=O. Product: [Cl:36][C:33]1[CH:32]=[CH:31][C:30]([C:22]2[CH:23]=[C:24]([C:26]([F:27])([F:28])[F:29])[N:25]=[C:20]([N:18]3[CH:19]=[C:15]([C:11]4[CH:10]=[C:9]([S:6]([NH2:5])(=[O:7])=[O:8])[CH:14]=[CH:13][CH:12]=4)[N:16]=[CH:17]3)[N:21]=2)=[CH:35][CH:34]=1. The catalyst class is: 4. (2) Reactant: [NH:1]1[C:9]2[C:4](=[CH:5][CH:6]=[CH:7][CH:8]=2)[CH2:3][C@H:2]1[C:10]([OH:12])=[O:11].[N+:13]([O-:16])(O)=[O:14].[OH-].[Na+].S(Cl)(Cl)=O.[CH2:23](O)[CH3:24]. Product: [N+:13]([C:7]1[CH:8]=[C:9]2[C:4]([CH2:3][C@@H:2]([C:10]([O:12][CH2:23][CH3:24])=[O:11])[NH:1]2)=[CH:5][CH:6]=1)([O-:16])=[O:14]. The catalyst class is: 445. (3) Reactant: [Cl:1][C:2]1[CH:3]=[CH:4][C:5]([OH:25])=[C:6]([C:8]2[CH:13]=[CH:12][CH:11]=[CH:10][C:9]=2[C:14]2[N:19]=[C:18]([C:20]([O:22][CH2:23][CH3:24])=[O:21])[CH:17]=[CH:16][CH:15]=2)[CH:7]=1.[F:26][C:27]1[CH:34]=[CH:33][CH:32]=[CH:31][C:28]=1[CH2:29]Br.C(=O)([O-])[O-].[K+].[K+]. Product: [Cl:1][C:2]1[CH:3]=[CH:4][C:5]([O:25][CH2:29][C:28]2[CH:31]=[CH:32][CH:33]=[CH:34][C:27]=2[F:26])=[C:6]([C:8]2[CH:13]=[CH:12][CH:11]=[CH:10][C:9]=2[C:14]2[N:19]=[C:18]([C:20]([O:22][CH2:23][CH3:24])=[O:21])[CH:17]=[CH:16][CH:15]=2)[CH:7]=1. The catalyst class is: 21. (4) Reactant: C[O:2][C:3](=[O:37])[C:4]1[CH:9]=[CH:8][C:7]([C:10]#[C:11][C:12]2[CH:17]=[CH:16][C:15]([O:18][CH2:19][C:20]3[N:21]([C:28]4[C:33]([Cl:34])=[CH:32][CH:31]=[CH:30][C:29]=4[Cl:35])[N:22]=[N:23][C:24]=3[CH:25]([CH3:27])[CH3:26])=[CH:14][C:13]=2[CH3:36])=[CH:6][CH:5]=1.[OH-].[Li+]. Product: [Cl:35][C:29]1[CH:30]=[CH:31][CH:32]=[C:33]([Cl:34])[C:28]=1[N:21]1[C:20]([CH2:19][O:18][C:15]2[CH:16]=[CH:17][C:12]([C:11]#[C:10][C:7]3[CH:6]=[CH:5][C:4]([C:3]([OH:37])=[O:2])=[CH:9][CH:8]=3)=[C:13]([CH3:36])[CH:14]=2)=[C:24]([CH:25]([CH3:27])[CH3:26])[N:23]=[N:22]1. The catalyst class is: 12. (5) Reactant: [Cl:1][C:2]1[CH:3]=[CH:4][C:5]2[N:11]=[C:10]([N:12]3[CH2:17][CH2:16][N:15]([CH2:18][C:19]([CH3:25])([CH3:24])[C:20]([O:22]C)=[O:21])[CH2:14][CH2:13]3)[C:9]3=[CH:26][C:27]([CH3:29])=[CH:28][N:8]3[CH2:7][C:6]=2[CH:30]=1.[OH-].[Na+].Cl. Product: [Cl:1][C:2]1[CH:3]=[CH:4][C:5]2[N:11]=[C:10]([N:12]3[CH2:13][CH2:14][N:15]([CH2:18][C:19]([CH3:25])([CH3:24])[C:20]([OH:22])=[O:21])[CH2:16][CH2:17]3)[C:9]3=[CH:26][C:27]([CH3:29])=[CH:28][N:8]3[CH2:7][C:6]=2[CH:30]=1. The catalyst class is: 252. (6) Product: [CH3:8][N:6]1[CH:7]=[C:2]([B:19]2[O:20][C:21]([CH3:23])([CH3:22])[C:17]([CH3:33])([CH3:16])[O:18]2)[CH:3]=[C:4]([C:10]#[C:11][Si:12]([CH3:15])([CH3:14])[CH3:13])[C:5]1=[O:9]. Reactant: Br[C:2]1[CH:3]=[C:4]([C:10]#[C:11][Si:12]([CH3:15])([CH3:14])[CH3:13])[C:5](=[O:9])[N:6]([CH3:8])[CH:7]=1.[CH3:16][C:17]1([CH3:33])[C:21]([CH3:23])([CH3:22])[O:20][B:19]([B:19]2[O:20][C:21]([CH3:23])([CH3:22])[C:17]([CH3:33])([CH3:16])[O:18]2)[O:18]1.CC(C1C=C(C(C)C)C(C2C=CC=CC=2P(C2CCCCC2)C2CCCCC2)=C(C(C)C)C=1)C.CC([O-])=O.[K+]. The catalyst class is: 62. (7) Reactant: Cl.[CH3:2][C:3]1[C:7]([CH2:8][N:9]2[CH:13]=[C:12]([NH2:14])[CH:11]=[N:10]2)=[C:6]([CH3:15])[O:5][N:4]=1.[CH3:16][O:17][C:18]1[CH:19]=[C:20]([CH:24]=[CH:25][CH:26]=1)[C:21](O)=[O:22].C(Cl)CCl.C(N(CC)CC)C. Product: [CH3:2][C:3]1[C:7]([CH2:8][N:9]2[CH:13]=[C:12]([NH:14][C:21](=[O:22])[C:20]3[CH:24]=[CH:25][CH:26]=[C:18]([O:17][CH3:16])[CH:19]=3)[CH:11]=[N:10]2)=[C:6]([CH3:15])[O:5][N:4]=1. The catalyst class is: 2. (8) Reactant: [F:1][CH:2]([F:37])[O:3][C:4]1[CH:5]=[C:6]([CH:32]=[CH:33][C:34]=1[O:35][CH3:36])[CH2:7][C:8]1[NH:9][C:10](=[O:31])[C:11]2[N:12]=[C:13]([CH3:30])[N:14]([CH:17]([CH:27]([OH:29])[CH3:28])[CH2:18][CH2:19][CH2:20][C:21]3[CH:26]=[CH:25][CH:24]=[CH:23][CH:22]=3)[C:15]=2[N:16]=1.C(N(CC)CC)C.CS(C)=O.O. Product: [C:27]([CH:17]([N:14]1[C:13]([CH3:30])=[N:12][C:11]2[C:10](=[O:31])[NH:9][C:8]([CH2:7][C:6]3[CH:32]=[CH:33][C:34]([O:35][CH3:36])=[C:4]([O:3][CH:2]([F:37])[F:1])[CH:5]=3)=[N:16][C:15]1=2)[CH2:18][CH2:19][CH2:20][C:21]1[CH:26]=[CH:25][CH:24]=[CH:23][CH:22]=1)(=[O:29])[CH3:28]. The catalyst class is: 4. (9) Reactant: [CH3:1][O:2][C:3]([C:5]1[C:13]2[N:12]=[C:11]([NH:14][CH2:15][CH:16]3[CH2:21][CH2:20][N:19](C(OC(C)(C)C)=O)[CH2:18][CH2:17]3)[NH:10][C:9]=2[CH:8]=[CH:7][CH:6]=1)=[O:4].O1CCOCC1.Cl. Product: [CH3:1][O:2][C:3]([C:5]1[C:13]2[N:12]=[C:11]([NH:14][CH2:15][CH:16]3[CH2:21][CH2:20][NH:19][CH2:18][CH2:17]3)[NH:10][C:9]=2[CH:8]=[CH:7][CH:6]=1)=[O:4]. The catalyst class is: 5. (10) Reactant: Br[C:2]1[CH:7]=[CH:6][C:5]([O:8][CH3:9])=[CH:4][CH:3]=1.[Li]CCCC.[C:15]1([C:21]2[S:25][C:24]([CH:26]=[O:27])=[CH:23][CH:22]=2)[CH:20]=[CH:19][CH:18]=[CH:17][CH:16]=1. Product: [CH3:9][O:8][C:5]1[CH:6]=[CH:7][C:2]([CH:26]([C:24]2[S:25][C:21]([C:15]3[CH:16]=[CH:17][CH:18]=[CH:19][CH:20]=3)=[CH:22][CH:23]=2)[OH:27])=[CH:3][CH:4]=1. The catalyst class is: 1.